This data is from Forward reaction prediction with 1.9M reactions from USPTO patents (1976-2016). The task is: Predict the product of the given reaction. (1) Given the reactants [H-].[Na+].[CH3:3][C:4]1[CH:9]=[C:8]([CH3:10])[N:7]=[C:6]([N:11]2[CH2:22][CH2:21][C:14]3([O:19][CH2:18][CH2:17][NH:16][C:15]3=[O:20])[CH2:13][CH2:12]2)[N:5]=1.[Br:23][C:24]1[CH:29]=[CH:28][CH:27]=[CH:26][C:25]=1[CH2:30]Br, predict the reaction product. The product is: [Br:23][C:24]1[CH:29]=[CH:28][CH:27]=[CH:26][C:25]=1[CH2:30][N:16]1[C:15](=[O:20])[C:14]2([CH2:13][CH2:12][N:11]([C:6]3[N:5]=[C:4]([CH3:3])[CH:9]=[C:8]([CH3:10])[N:7]=3)[CH2:22][CH2:21]2)[O:19][CH2:18][CH2:17]1. (2) Given the reactants [Cl:1][C:2]1[N:7]=[C:6](Cl)[CH:5]=[CH:4][N:3]=1.[OH:9][C@@H:10]1[CH2:14][CH2:13][N:12]([C:15]([O:17][C:18]([CH3:21])([CH3:20])[CH3:19])=[O:16])[CH2:11]1.C(=O)([O-])[O-].[Cs+].[Cs+], predict the reaction product. The product is: [Cl:1][C:2]1[N:7]=[C:6]([O:9][C@@H:10]2[CH2:14][CH2:13][N:12]([C:15]([O:17][C:18]([CH3:21])([CH3:20])[CH3:19])=[O:16])[CH2:11]2)[CH:5]=[CH:4][N:3]=1. (3) The product is: [C:1]([O:5][C:6]([N:8]1[CH2:13][CH2:12][N:11]([C:14]2[N:15]([S:24]([C:27]3[CH:32]=[CH:31][CH:30]=[C:29]([Cl:33])[CH:28]=3)(=[O:26])=[O:25])[C:16]3[C:21]([CH:22]=2)=[CH:20][CH:19]=[CH:18][C:17]=3[C:35]#[N:36])[CH2:10][CH2:9]1)=[O:7])([CH3:4])([CH3:3])[CH3:2]. Given the reactants [C:1]([O:5][C:6]([N:8]1[CH2:13][CH2:12][N:11]([C:14]2[N:15]([S:24]([C:27]3[CH:32]=[CH:31][CH:30]=[C:29]([Cl:33])[CH:28]=3)(=[O:26])=[O:25])[C:16]3[C:21]([CH:22]=2)=[CH:20][CH:19]=[CH:18][C:17]=3Br)[CH2:10][CH2:9]1)=[O:7])([CH3:4])([CH3:3])[CH3:2].[Cu][C:35]#[N:36], predict the reaction product. (4) Given the reactants [CH:1]1([O:6][C:7]2[CH:12]=[CH:11][C:10]([N:13]([CH2:28][CH:29](OC)OC)[C:14]([NH:16][C:17]3[CH:22]=[CH:21][C:20]([N:23]([CH2:25][CH2:26][OH:27])[CH3:24])=[CH:19][CH:18]=3)=[O:15])=[CH:9][CH:8]=2)[CH2:5][CH2:4][CH2:3][CH2:2]1.FC(F)(F)C(O)=O, predict the reaction product. The product is: [CH:1]1([O:6][C:7]2[CH:12]=[CH:11][C:10]([N:13]3[CH:28]=[CH:29][N:16]([C:17]4[CH:22]=[CH:21][C:20]([N:23]([CH2:25][CH2:26][OH:27])[CH3:24])=[CH:19][CH:18]=4)[C:14]3=[O:15])=[CH:9][CH:8]=2)[CH2:2][CH2:3][CH2:4][CH2:5]1.